Dataset: Forward reaction prediction with 1.9M reactions from USPTO patents (1976-2016). Task: Predict the product of the given reaction. (1) Given the reactants [OH-].[Na+].C([SiH2][O:8][C:9](C)(C)[C:10]1[CH:11]=[C:12]([CH:19]=[CH:20][C:21]=1[Cl:22])[CH2:13][NH:14][C:15](=[O:18])[CH2:16][CH3:17])(C)(C)C, predict the reaction product. The product is: [Cl:22][C:21]1[CH:20]=[CH:19][C:12]([CH2:13][NH:14][C:15](=[O:18])[CH2:16][CH3:17])=[CH:11][C:10]=1[CH2:9][OH:8]. (2) The product is: [C:14]([C:16]1[C:17]([O:45][CH3:46])=[C:18]([CH2:26][N:27]([CH3:44])[C:28](=[O:43])[CH:29]([C:36]2[CH:37]=[CH:38][C:39]([F:42])=[CH:40][CH:41]=2)[N:30]2[CH2:31][CH2:32][N:33]([CH2:7][C:8]([F:9])([F:10])[F:11])[CH2:34][CH2:35]2)[C:19]2[C:24]([CH:25]=1)=[CH:23][CH:22]=[CH:21][CH:20]=2)#[N:15]. Given the reactants FC(F)(F)S(O[CH2:7][C:8]([F:11])([F:10])[F:9])(=O)=O.[C:14]([C:16]1[C:17]([O:45][CH3:46])=[C:18]([CH2:26][N:27]([CH3:44])[C:28](=[O:43])[CH:29]([C:36]2[CH:41]=[CH:40][C:39]([F:42])=[CH:38][CH:37]=2)[N:30]2[CH2:35][CH2:34][NH:33][CH2:32][CH2:31]2)[C:19]2[C:24]([CH:25]=1)=[CH:23][CH:22]=[CH:21][CH:20]=2)#[N:15].C(N(C(C)C)CC)(C)C, predict the reaction product. (3) Given the reactants [CH3:1][C:2]1[N:7]=[C:6]([NH:8][CH:9]2[CH2:14][CH2:13][CH2:12][NH:11][CH2:10]2)[C:5]([C:15]2[N:16]=[C:17]3[CH:23]=[CH:22][N:21]([CH2:24][O:25][CH2:26][CH2:27][Si:28]([CH3:31])([CH3:30])[CH3:29])[C:18]3=[N:19][CH:20]=2)=[CH:4][CH:3]=1.[CH2:32]([S:34](Cl)(=[O:36])=[O:35])[CH3:33].CCN(C(C)C)C(C)C, predict the reaction product. The product is: [CH2:32]([S:34]([N:11]1[CH2:12][CH2:13][CH2:14][CH:9]([NH:8][C:6]2[C:5]([C:15]3[N:16]=[C:17]4[CH:23]=[CH:22][N:21]([CH2:24][O:25][CH2:26][CH2:27][Si:28]([CH3:30])([CH3:29])[CH3:31])[C:18]4=[N:19][CH:20]=3)=[CH:4][CH:3]=[C:2]([CH3:1])[N:7]=2)[CH2:10]1)(=[O:36])=[O:35])[CH3:33]. (4) Given the reactants Cl[C:2]1[CH:11]=[C:10]([CH3:12])[C:9]2[C:4](=[CH:5][CH:6]=[C:7]([O:13][CH3:14])[CH:8]=2)[N:3]=1.[NH2:15][CH2:16][C@H:17]1[CH2:21][CH2:20][CH2:19][C@@H:18]1[NH:22][C:23](=[O:29])[O:24][C:25]([CH3:28])([CH3:27])[CH3:26].C([O-])([O-])=O.[Cs+].[Cs+].C1C=CC(P(C2C(C3C(P(C4C=CC=CC=4)C4C=CC=CC=4)=CC=C4C=3C=CC=C4)=C3C(C=CC=C3)=CC=2)C2C=CC=CC=2)=CC=1, predict the reaction product. The product is: [CH3:14][O:13][C:7]1[CH:8]=[C:9]2[C:4](=[CH:5][CH:6]=1)[N:3]=[C:2]([NH:15][CH2:16][C@H:17]1[CH2:21][CH2:20][CH2:19][C@@H:18]1[NH:22][C:23](=[O:29])[O:24][C:25]([CH3:27])([CH3:26])[CH3:28])[CH:11]=[C:10]2[CH3:12]. (5) Given the reactants CS(O[CH2:6][CH:7]1[CH2:11][CH2:10][CH2:9][CH2:8]1)(=O)=O.[Br:12][C:13]1[CH:14]=[C:15]([SH:19])[CH:16]=[CH:17][CH:18]=1.C(=O)([O-])[O-].[K+].[K+].[BH4-].[Na+], predict the reaction product. The product is: [Br:12][C:13]1[CH:14]=[C:15]([S:19][CH2:6][CH:7]2[CH2:8][CH2:9][CH2:10][CH2:11]2)[CH:16]=[CH:17][CH:18]=1. (6) The product is: [CH2:1]([O:3][C:4]([C:6]1[C:14]2[C:9](=[CH:10][CH:11]=[C:12]([O:15][C:37]3[CH:36]=[CH:35][CH:34]=[C:33]([Cl:32])[CH:38]=3)[CH:13]=2)[N:8]([C:16]2[CH:21]=[CH:20][C:19]([O:22][CH:23]([CH3:24])[CH3:25])=[CH:18][CH:17]=2)[C:7]=1[CH2:26][C:27]([O:29][CH2:30][CH3:31])=[O:28])=[O:5])[CH3:2]. Given the reactants [CH2:1]([O:3][C:4]([C:6]1[C:14]2[C:9](=[CH:10][CH:11]=[C:12]([OH:15])[CH:13]=2)[N:8]([C:16]2[CH:21]=[CH:20][C:19]([O:22][CH:23]([CH3:25])[CH3:24])=[CH:18][CH:17]=2)[C:7]=1[CH2:26][C:27]([O:29][CH2:30][CH3:31])=[O:28])=[O:5])[CH3:2].[Cl:32][C:33]1[CH:34]=[C:35](B(O)O)[CH:36]=[CH:37][CH:38]=1, predict the reaction product. (7) Given the reactants [C:1]1([C:7]2[CH:8]=[C:9]([C:16](=[O:18])[CH3:17])[S:10][C:11]=2[C:12]([F:15])([F:14])[F:13])[CH:6]=[CH:5][CH:4]=[CH:3][CH:2]=1.CC(C[AlH]CC(C)C)C.[C@H](O)(C([O-])=O)[C@@H](O)C([O-])=O.[Na+].[K+], predict the reaction product. The product is: [C:1]1([C:7]2[CH:8]=[C:9]([CH:16]([OH:18])[CH3:17])[S:10][C:11]=2[C:12]([F:13])([F:14])[F:15])[CH:2]=[CH:3][CH:4]=[CH:5][CH:6]=1. (8) Given the reactants [NH2:1][OH:2].[F:3][C:4]([F:22])([F:21])[C:5]1[CH:10]=[CH:9][CH:8]=[CH:7][C:6]=1[NH:11][C:12]1[CH:13]=[CH:14][C:15]([C:18](=O)[CH3:19])=[N:16][CH:17]=1, predict the reaction product. The product is: [F:3][C:4]([F:22])([F:21])[C:5]1[CH:10]=[CH:9][CH:8]=[CH:7][C:6]=1[NH:11][C:12]1[CH:13]=[CH:14][C:15]([C:18](=[N:1][OH:2])[CH3:19])=[N:16][CH:17]=1. (9) Given the reactants [CH3:1][N:2]1[C:6]2[CH:7]=[CH:8][CH:9]=[CH:10][C:5]=2[N:4]=[C:3]1[CH3:11].[Br:12][CH2:13][CH2:14][S:15][S:16][CH2:17][CH2:18]Br.[C:20](#[N:23])[CH2:21][CH3:22], predict the reaction product. The product is: [Br-:12].[Br-:12].[S:16]([CH2:17][CH2:18][N+:23]1[C:20]2[CH:6]=[CH:5][CH:10]=[CH:22][C:21]=2[N:2]([CH3:1])[C:3]=1[CH3:11])[S:15][CH2:14][CH2:13][N+:4]1[C:5]2[CH:10]=[CH:9][CH:8]=[CH:7][C:6]=2[N:2]([CH3:1])[C:3]=1[CH3:11].